This data is from Forward reaction prediction with 1.9M reactions from USPTO patents (1976-2016). The task is: Predict the product of the given reaction. (1) Given the reactants [NH2:1][C:2]1[N:6]=[CH:5][NH:4][N:3]=1.[C:7]([CH:9]([CH2:14][CH2:15][C:16]1[CH:21]=[CH:20][CH:19]=[CH:18][CH:17]=1)[C:10](=O)[CH2:11][CH3:12])#[N:8].C1(C)C=CC(S(O)(=O)=O)=CC=1, predict the reaction product. The product is: [NH2:8][C:7]1[N:3]2[N:4]=[CH:5][N:6]=[C:2]2[N:1]=[C:10]([CH2:11][CH3:12])[C:9]=1[CH2:14][CH2:15][C:16]1[CH:17]=[CH:18][CH:19]=[CH:20][CH:21]=1. (2) Given the reactants FC(F)(F)C(O)=O.[NH2:8][C@@H:9]([CH2:22][C:23]1[CH:28]=[CH:27][CH:26]=[CH:25][CH:24]=1)/[CH:10]=[CH:11]/[C:12]1[CH:17]=[CH:16][C:15]([S:18]([OH:21])(=[O:20])=[O:19])=[CH:14][CH:13]=1.O.[H][H], predict the reaction product. The product is: [NH2:8][C@@H:9]([CH2:22][C:23]1[CH:24]=[CH:25][CH:26]=[CH:27][CH:28]=1)[CH2:10][CH2:11][C:12]1[CH:13]=[CH:14][C:15]([S:18]([OH:21])(=[O:19])=[O:20])=[CH:16][CH:17]=1. (3) Given the reactants Cl[C:2]1[CH:11]=[C:10]2[C:5]([CH:6]=[CH:7][C:8]([CH3:12])=[N:9]2)=[C:4]([C:13]2[CH:18]=[CH:17][C:16]([Cl:19])=[CH:15][CH:14]=2)[C:3]=1[C@H:20]([OH:23])[CH2:21][OH:22].Cl[C:25]1C=CC(C2C(C=C)=C(C)C=C3C=2C=CC(C)=N3)=CC=1, predict the reaction product. The product is: [Cl:19][C:16]1[CH:15]=[CH:14][C:13]([C:4]2[C:3]([C@H:20]([OH:23])[CH2:21][OH:22])=[C:2]([CH3:25])[CH:11]=[C:10]3[C:5]=2[CH:6]=[CH:7][C:8]([CH3:12])=[N:9]3)=[CH:18][CH:17]=1. (4) Given the reactants [CH2:1]([N:8]([CH2:23][C:24]1[CH:29]=[CH:28][CH:27]=[CH:26][CH:25]=1)[N:9]1[C:18](=[O:19])[C:17]2[C:12](=[CH:13][C:14]([F:21])=[C:15]([F:20])[CH:16]=2)[NH:11][C:10]1=[O:22])[C:2]1[CH:7]=[CH:6][CH:5]=[CH:4][CH:3]=1.[H-].[Na+].[CH2:32](I)[CH3:33], predict the reaction product. The product is: [CH2:23]([N:8]([CH2:1][C:2]1[CH:3]=[CH:4][CH:5]=[CH:6][CH:7]=1)[N:9]1[C:18](=[O:19])[C:17]2[C:12](=[CH:13][C:14]([F:21])=[C:15]([F:20])[CH:16]=2)[N:11]([CH2:32][CH3:33])[C:10]1=[O:22])[C:24]1[CH:29]=[CH:28][CH:27]=[CH:26][CH:25]=1. (5) Given the reactants [Cl:1][C:2]1[N:7]=[C:6]([CH:8]=O)[C:5]2[C:10]([O:32][CH3:33])=[N:11][N:12]([C:13]([C:26]3[CH:31]=[CH:30][CH:29]=[CH:28][CH:27]=3)([C:20]3[CH:25]=[CH:24][CH:23]=[CH:22][CH:21]=3)[C:14]3[CH:19]=[CH:18][CH:17]=[CH:16][CH:15]=3)[C:4]=2[CH:3]=1.C([O-])(=O)C.[Na+].[NH2:39][OH:40], predict the reaction product. The product is: [Cl:1][C:2]1[N:7]=[C:6](/[CH:8]=[N:39]/[OH:40])[C:5]2[C:10]([O:32][CH3:33])=[N:11][N:12]([C:13]([C:26]3[CH:27]=[CH:28][CH:29]=[CH:30][CH:31]=3)([C:20]3[CH:25]=[CH:24][CH:23]=[CH:22][CH:21]=3)[C:14]3[CH:15]=[CH:16][CH:17]=[CH:18][CH:19]=3)[C:4]=2[CH:3]=1. (6) The product is: [CH3:20][NH:19][C@@H:12]1[C:13]2[CH:14]=[CH:15][CH:16]=[CH:17][C:18]=2[C@H:9]([C:4]2[CH:5]=[CH:6][C:7]([Cl:8])=[C:2]([Cl:1])[CH:3]=2)[CH2:10][CH2:11]1. Given the reactants [Cl:1][C:2]1[CH:3]=[C:4]([CH:9]2[C:18]3[C:13](=[CH:14][CH:15]=[CH:16][CH:17]=3)[C:12](=[N:19][CH3:20])[CH2:11][CH2:10]2)[CH:5]=[CH:6][C:7]=1[Cl:8].ClC1C=C(C2C3C(=CC=CC=3)C(=[N+]([O-])C)CC2)C=CC=1Cl, predict the reaction product. (7) Given the reactants Br[C:2]1[C:8]([Cl:9])=[CH:7][C:5]([NH2:6])=[CH:4][C:3]=1[Cl:10].[Cl:11][C:12]1[CH:17]=[CH:16][C:15](B(O)O)=[CH:14][CH:13]=1.BrC1C=CC(N)=CC=1Cl.FC(F)(F)C1C=CC(B(O)O)=CC=1, predict the reaction product. The product is: [Cl:10][C:3]1[CH:4]=[C:5]([NH2:6])[CH:7]=[C:8]([Cl:9])[C:2]=1[C:15]1[CH:16]=[CH:17][C:12]([Cl:11])=[CH:13][CH:14]=1. (8) Given the reactants [CH2:1]([C:3]1[NH:13][C:6]2[N:7]=[C:8]([SH:12])[N:9]=[C:10]([OH:11])[C:5]=2[CH:4]=1)[CH3:2].[C:14]([C:16]1[C:21]([F:22])=[CH:20][C:19](F)=[CH:18][N:17]=1)#[N:15].C(=O)([O-])[O-].[K+].[K+], predict the reaction product. The product is: [CH2:1]([C:3]1[NH:13][C:6]2[N:7]=[C:8]([S:12][C:19]3[CH:20]=[C:21]([F:22])[C:16]([C:14]#[N:15])=[N:17][CH:18]=3)[N:9]=[C:10]([OH:11])[C:5]=2[CH:4]=1)[CH3:2]. (9) Given the reactants CO[C:3](=[O:26])[C:4]1[CH:9]=[CH:8][C:7]([O:10][CH2:11][C:12]2[C:13]([C:18]3[CH:23]=[CH:22][CH:21]=[C:20]([F:24])[C:19]=3[F:25])=[N:14][O:15][C:16]=2[CH3:17])=[N:6][CH:5]=1.[NH2:27][CH:28]1[CH2:33][CH2:32][O:31][CH2:30][CH2:29]1, predict the reaction product. The product is: [F:25][C:19]1[C:20]([F:24])=[CH:21][CH:22]=[CH:23][C:18]=1[C:13]1[C:12]([CH2:11][O:10][C:7]2[CH:8]=[CH:9][C:4]([C:3]([NH:27][CH:28]3[CH2:33][CH2:32][O:31][CH2:30][CH2:29]3)=[O:26])=[CH:5][N:6]=2)=[C:16]([CH3:17])[O:15][N:14]=1. (10) Given the reactants C(=O)([O-])[O-].[K+].[K+].[NH2:7][C:8](=[O:35])[C@@H:9]([NH:18][C:19]([C:21]1([NH:27][C:28](=[O:34])[O:29][C:30]([CH3:33])([CH3:32])[CH3:31])[CH2:26][CH2:25][O:24][CH2:23][CH2:22]1)=[O:20])[CH2:10][C:11]1[CH:16]=[CH:15][C:14](I)=[CH:13][CH:12]=1.[CH3:36][N:37]1[CH2:45][C:44]2[C:39](=[CH:40][CH:41]=[C:42](B(O)O)[CH:43]=2)[C:38]1=[O:49], predict the reaction product. The product is: [NH2:7][C:8](=[O:35])[C@@H:9]([NH:18][C:19]([C:21]1([NH:27][C:28](=[O:34])[O:29][C:30]([CH3:33])([CH3:32])[CH3:31])[CH2:26][CH2:25][O:24][CH2:23][CH2:22]1)=[O:20])[CH2:10][C:11]1[CH:16]=[CH:15][C:14]([C:42]2[CH:43]=[C:44]3[C:39](=[CH:40][CH:41]=2)[C:38](=[O:49])[N:37]([CH3:36])[CH2:45]3)=[CH:13][CH:12]=1.